This data is from Peptide-MHC class I binding affinity with 185,985 pairs from IEDB/IMGT. The task is: Regression. Given a peptide amino acid sequence and an MHC pseudo amino acid sequence, predict their binding affinity value. This is MHC class I binding data. The peptide sequence is IVKYKQYLK. The binding affinity (normalized) is 0.0847. The MHC is HLA-A26:01 with pseudo-sequence HLA-A26:01.